Predict the reaction yield, written as a fraction of the theoretical maximum amount of product (1.0 means a 100% yield; for example, 0.34 means a 34% yield). From a dataset of Reaction yield outcomes from USPTO patents with 853,638 reactions. (1) The reactants are C(Cl)(=O)C(Cl)=O.[CH:7]1([C:13]2[CH:21]=[CH:20][C:16]([C:17]([OH:19])=O)=[CH:15][CH:14]=2)[CH2:12][CH2:11][CH2:10][CH2:9][CH2:8]1.[CH3:22][N:23]([CH:34]1[CH2:39][CH2:38][N:37]([CH3:40])[CH2:36][CH2:35]1)[C:24]1[O:25][C:26]2[CH:32]=[CH:31][C:30]([NH2:33])=[CH:29][C:27]=2[N:28]=1.N1C=CC=CC=1. The catalyst is CN(C=O)C.C(Cl)Cl. The product is [CH:7]1([C:13]2[CH:14]=[CH:15][C:16]([C:17]([NH:33][C:30]3[CH:31]=[CH:32][C:26]4[O:25][C:24]([N:23]([CH3:22])[CH:34]5[CH2:35][CH2:36][N:37]([CH3:40])[CH2:38][CH2:39]5)=[N:28][C:27]=4[CH:29]=3)=[O:19])=[CH:20][CH:21]=2)[CH2:8][CH2:9][CH2:10][CH2:11][CH2:12]1. The yield is 0.620. (2) The reactants are [C:1]([O:8][C:9]([O:11][C:12]([CH3:15])([CH3:14])[CH3:13])=[O:10])(OC(C)(C)C)=O.OC1[C:25]([C:26]([F:29])([F:28])[F:27])=[CH:24][CH:23]=[C:22]([CH3:30])[C:18]=1[C:19]([OH:21])=[O:20]. The catalyst is C(O)(C)(C)C.O1CCCC1. The product is [C:12]([O:11][C:9]([O:8][C:1]1[C:25]([C:26]([F:27])([F:28])[F:29])=[CH:24][CH:23]=[C:22]([CH3:30])[C:18]=1[C:19]([O:21][C:12]([CH3:15])([CH3:14])[CH3:13])=[O:20])=[O:10])([CH3:13])([CH3:14])[CH3:15]. The yield is 0.870. (3) The reactants are [NH2:1][C:2]1[C:9]([F:10])=[CH:8][C:5]([C:6]#[N:7])=[CH:4][C:3]=1[Cl:11].CCN(C(C)C)C(C)C.[C:21](Cl)(Cl)=[S:22]. The catalyst is C(Cl)Cl. The product is [Cl:11][C:3]1[CH:4]=[C:5]([CH:8]=[C:9]([F:10])[C:2]=1[N:1]=[C:21]=[S:22])[C:6]#[N:7]. The yield is 0.340. (4) The reactants are C(NC(C)C)(C)C.C([Li])CCC.CCCCCC.[O:19]=[C:20]1[C:41]2[C:36](=[CH:37][CH:38]=[CH:39][CH:40]=2)[O:35][C:22]2([CH2:27][CH2:26][N:25]([C:28]([O:30][C:31]([CH3:34])([CH3:33])[CH3:32])=[O:29])[CH2:24][CH2:23]2)[CH2:21]1.[CH:42](=[O:44])[CH3:43]. The catalyst is C1COCC1. The product is [OH:44][CH:42]([CH:21]1[C:22]2([CH2:23][CH2:24][N:25]([C:28]([O:30][C:31]([CH3:34])([CH3:33])[CH3:32])=[O:29])[CH2:26][CH2:27]2)[O:35][C:36]2[C:41](=[CH:40][CH:39]=[CH:38][CH:37]=2)[C:20]1=[O:19])[CH3:43]. The yield is 0.630.